Dataset: Forward reaction prediction with 1.9M reactions from USPTO patents (1976-2016). Task: Predict the product of the given reaction. (1) Given the reactants [O:1]1[C:3]2([CH2:8][CH2:7][N:6]([C:9]([O:11][CH2:12][C:13]3[CH:18]=[CH:17][CH:16]=[CH:15][CH:14]=3)=[O:10])[CH2:5][CH2:4]2)[CH2:2]1.[Cl:19][C:20]1[CH:21]=[C:22]([CH:24]=[CH:25][C:26]=1[Cl:27])[NH2:23], predict the reaction product. The product is: [Cl:19][C:20]1[CH:21]=[C:22]([NH:23][CH2:2][C:3]2([OH:1])[CH2:8][CH2:7][N:6]([C:9]([O:11][CH2:12][C:13]3[CH:18]=[CH:17][CH:16]=[CH:15][CH:14]=3)=[O:10])[CH2:5][CH2:4]2)[CH:24]=[CH:25][C:26]=1[Cl:27]. (2) The product is: [F:16][CH:13]([F:14])[O:12][C:9]1[CH:10]=[C:11]2[C:6](=[CH:7][CH:8]=1)[N:5]=[C:4]([N:17]1[CH2:23][C:22]3[CH:24]=[CH:25][CH:26]=[CH:27][C:21]=3[S:20](=[O:28])(=[O:29])[CH2:19][CH2:18]1)[CH:3]=[C:2]2[NH:33][CH2:32][CH2:31][CH2:30][NH2:34]. Given the reactants Cl[C:2]1[C:11]2[C:6](=[CH:7][CH:8]=[C:9]([O:12][C:13]([F:16])(F)[F:14])[CH:10]=2)[N:5]=[C:4]([N:17]2[CH2:23][C:22]3[CH:24]=[CH:25][CH:26]=[CH:27][C:21]=3[S:20](=[O:29])(=[O:28])[CH2:19][CH2:18]2)[CH:3]=1.[CH2:30]([NH2:34])[CH2:31][CH2:32][NH2:33], predict the reaction product. (3) Given the reactants [CH:1]([O:4][C:5]([N:7]1[CH2:12][CH2:11][CH:10]([CH2:13][O:14][C:15]2[CH:16]=[N:17][C:18](Br)=[CH:19][CH:20]=2)[CH2:9][CH2:8]1)=[O:6])([CH3:3])[CH3:2].[C:22]([O:26][C:27](=[O:54])[NH:28][C@@H:29]([CH2:37][C:38]1[CH:43]=[CH:42][C:41](B2OC(C)(C)C(C)(C)O2)=[CH:40][C:39]=1[F:53])[C:30](=[O:36])[N:31]1[CH2:35][CH2:34][CH2:33][CH2:32]1)([CH3:25])([CH3:24])[CH3:23].CCN(C(C)C)C(C)C, predict the reaction product. The product is: [CH:1]([O:4][C:5]([N:7]1[CH2:12][CH2:11][CH:10]([CH2:13][O:14][C:15]2[CH:16]=[N:17][C:18]([C:41]3[CH:42]=[CH:43][C:38]([CH2:37][C@H:29]([NH:28][C:27]([O:26][C:22]([CH3:24])([CH3:23])[CH3:25])=[O:54])[C:30](=[O:36])[N:31]4[CH2:35][CH2:34][CH2:33][CH2:32]4)=[C:39]([F:53])[CH:40]=3)=[CH:19][CH:20]=2)[CH2:9][CH2:8]1)=[O:6])([CH3:3])[CH3:2].